This data is from Forward reaction prediction with 1.9M reactions from USPTO patents (1976-2016). The task is: Predict the product of the given reaction. (1) Given the reactants [Cl:1][C:2]1[C:3]([F:25])=[C:4]([CH:22]=[CH:23][CH:24]=1)[CH2:5][NH:6][C:7]([C@@H:9]1[CH2:13][C@@H:12]([F:14])[CH2:11][N:10]1C(OC(C)(C)C)=O)=[O:8], predict the reaction product. The product is: [ClH:1].[Cl:1][C:2]1[C:3]([F:25])=[C:4]([CH:22]=[CH:23][CH:24]=1)[CH2:5][NH:6][C:7]([C@@H:9]1[CH2:13][C@@H:12]([F:14])[CH2:11][NH:10]1)=[O:8]. (2) Given the reactants [CH3:1][C:2]1[CH:3]=[N:4][C:5]2[N:6]([N:8]=[CH:9][C:10]=2[C:11]([OH:13])=O)[CH:7]=1.[N:14]1([C:19]2[CH:24]=[CH:23][C:22]([CH:25]([NH2:29])[CH2:26][O:27][CH3:28])=[CH:21][CH:20]=2)[CH:18]=[CH:17][CH:16]=[N:15]1.O.ON1C2C=CC=CC=2N=N1.Cl.CN(C)CCCN=C=NCC, predict the reaction product. The product is: [CH3:28][O:27][CH2:26][CH:25]([NH:29][C:11]([C:10]1[CH:9]=[N:8][N:6]2[CH:7]=[C:2]([CH3:1])[CH:3]=[N:4][C:5]=12)=[O:13])[C:22]1[CH:21]=[CH:20][C:19]([N:14]2[CH:18]=[CH:17][CH:16]=[N:15]2)=[CH:24][CH:23]=1. (3) The product is: [Cl:30][C:13]1[CH:12]=[CH:11][C:10]2[N:9]=[C:8]([N:4]3[CH2:5][CH2:6][C@H:2]([OH:1])[CH2:3]3)[CH:17]=[CH:16][C:15]=2[C:14]=1[C:18]([NH:20][CH2:21][C@:22]1([OH:29])[CH2:27][CH2:26][CH2:25][C@H:24]([CH3:28])[CH2:23]1)=[O:19]. Given the reactants [OH:1][C@H:2]1[CH2:6][CH2:5][NH:4][CH2:3]1.Cl[C:8]1[CH:17]=[CH:16][C:15]2[C:14]([C:18]([NH:20][CH2:21][C@:22]3([OH:29])[CH2:27][CH2:26][CH2:25][C@H:24]([CH3:28])[CH2:23]3)=[O:19])=[C:13]([Cl:30])[CH:12]=[CH:11][C:10]=2[N:9]=1.C(N(C(C)C)CC)(C)C, predict the reaction product. (4) Given the reactants [CH3:1][C@H:2]1[C@@H:6]([C:7]2[N:11]3[C:12]4[CH:18]=[CH:17][N:16](S(C5C=CC(C)=CC=5)(=O)=O)[C:13]=4[N:14]=[CH:15][C:10]3=[N:9][CH:8]=2)[CH2:5][C@H:4]([N:29]2[CH2:34][CH2:33][CH:32]([C:35]#[N:36])[CH2:31][CH2:30]2)[CH2:3]1.[C-]#N.[K+], predict the reaction product. The product is: [CH:18]1[C:12]2[N:11]3[C:7]([C@@H:6]4[C@H:2]([CH3:1])[CH2:3][C@@H:4]([N:29]5[CH2:34][CH2:33][CH:32]([C:35]#[N:36])[CH2:31][CH2:30]5)[CH2:5]4)=[CH:8][N:9]=[C:10]3[CH:15]=[N:14][C:13]=2[NH:16][CH:17]=1. (5) Given the reactants [C:1]([O:5][C:6]([N:8]([CH2:19][C:20]1[CH:25]=[CH:24][C:23]([N+:26]([O-])=O)=[CH:22][CH:21]=1)[CH2:9][C:10]1[CH:15]=[CH:14][C:13]([N+:16]([O-])=O)=[CH:12][CH:11]=1)=[O:7])([CH3:4])([CH3:3])[CH3:2].[H][H], predict the reaction product. The product is: [C:1]([O:5][C:6]([N:8]([CH2:9][C:10]1[CH:11]=[CH:12][C:13]([NH2:16])=[CH:14][CH:15]=1)[CH2:19][C:20]1[CH:25]=[CH:24][C:23]([NH2:26])=[CH:22][CH:21]=1)=[O:7])([CH3:4])([CH3:2])[CH3:3]. (6) Given the reactants [C:1](O)(=[O:10])/[CH:2]=[CH:3]/[C:4]1[CH:9]=[CH:8][CH:7]=[CH:6][CH:5]=1.CC(C)(C)C(Cl)=O.[CH2:19]([C@H:26]1[CH2:30][O:29][C:28](=[O:31])[NH:27]1)[C:20]1[CH:25]=[CH:24][CH:23]=[CH:22][CH:21]=1.C([Li])CCC, predict the reaction product. The product is: [C:1]([N:27]1[C@@H:26]([CH2:19][C:20]2[CH:21]=[CH:22][CH:23]=[CH:24][CH:25]=2)[CH2:30][O:29][C:28]1=[O:31])(=[O:10])/[CH:2]=[CH:3]/[C:4]1[CH:9]=[CH:8][CH:7]=[CH:6][CH:5]=1.